From a dataset of Hepatocyte clearance measurements from AstraZeneca. Regression/Classification. Given a drug SMILES string, predict its absorption, distribution, metabolism, or excretion properties. Task type varies by dataset: regression for continuous measurements (e.g., permeability, clearance, half-life) or binary classification for categorical outcomes (e.g., BBB penetration, CYP inhibition). For this dataset (clearance_hepatocyte_az), we predict log10(clearance) (log10 of the in vitro intrinsic clearance, CLint, in uL/min per 10^6 hepatocytes; values are censored to the assay range of 3 to 150, which is 0.477 to 2.18 on this log10 scale). (1) The drug is COCC1=C(C(=O)OC(C)OC(=O)OC(C)C)N2C(=O)[C@@H](NC(=O)/C(=N\OC)c3csc(N)n3)[C@H]2SC1. The log10(clearance) is 2.06. (2) The drug is C=CC(=O)Nc1cccc(Oc2nc(Nc3ccc(N4CCN(C)CC4)cc3OC)ncc2Cl)c1. The log10(clearance) is 1.90. (3) The compound is O=C(O)C[C@H]1CC[C@H](c2ccc(-c3ccc(Nc4ccc(C(F)(F)F)nc4)cn3)cc2)CC1. The log10(clearance) is 1.06. (4) The compound is COc1ccccc1CCNCc1cccc(CCNC[C@H](O)c2ccc(O)c3[nH]c(=O)sc23)c1. The log10(clearance) is 1.46. (5) The compound is O=S(=O)(c1ccccc1)N1CCN(Cc2ccccc2)CC1. The log10(clearance) is 2.18. (6) The log10(clearance) is 0.540. The drug is CC(=O)C[C@H](c1ccccc1)c1c(O)c2ccccc2oc1=O. (7) The molecule is NC(=O)c1cnc(-c2ccc(C3(N)CCC3)cc2)c(-c2ccccc2)c1. The log10(clearance) is 0.710. (8) The drug is COc1ccc(N(C(=O)Oc2c(C)cccc2C)c2ccnc(Nc3ccc(N4CCN(C)CC4)cc3)n2)c(OC)c1. The log10(clearance) is 1.55.